This data is from Full USPTO retrosynthesis dataset with 1.9M reactions from patents (1976-2016). The task is: Predict the reactants needed to synthesize the given product. (1) Given the product [OH:37][N:36]=[CH:18][C:20]1[S:24][C:23]([C:25]2[S:29][C:28]([NH:30][C:31](=[O:33])[CH3:32])=[N:27][C:26]=2[CH3:34])=[CH:22][CH:21]=1, predict the reactants needed to synthesize it. The reactants are: C(C1SC(C2SC(NC(=O)C)=C(C)N=2)=CC=1)=O.[CH:18]([C:20]1[S:24][C:23]([C:25]2[S:29][C:28]([NH:30][C:31](=[O:33])[CH3:32])=[N:27][C:26]=2[CH3:34])=[CH:22][CH:21]=1)=O.Cl.[NH2:36][OH:37].N1C=CC=CC=1. (2) Given the product [Cl:21][C:22]1[N:30]=[CH:29][CH:28]=[CH:27][C:23]=1[C:24]([NH:11][C:6]1[CH:7]=[CH:8][CH:9]=[CH:10][C:5]=1[NH:4][CH:1]1[CH2:3][CH2:2]1)=[O:25], predict the reactants needed to synthesize it. The reactants are: [CH:1]1([NH:4][C:5]2[C:6]([NH2:11])=[CH:7][CH:8]=[CH:9][CH:10]=2)[CH2:3][CH2:2]1.C(N(C(C)C)CC)(C)C.[Cl:21][C:22]1[N:30]=[CH:29][CH:28]=[CH:27][C:23]=1[C:24](Cl)=[O:25]. (3) Given the product [Cl:20][C:16]1[C:15]([C:21]2[CH:26]=[CH:25][CH:24]=[C:23]([CH2:27][CH3:28])[CH:22]=2)=[C:14]([C@@:12]([OH:13])([C@@H:29]2[CH2:34][CH2:33][CH2:32][N:31]([C:35]([C:37]3[CH:52]=[CH:51][C:40]([CH2:41][NH:42][CH3:43])=[CH:39][CH:38]=3)=[O:36])[CH2:30]2)[CH2:11][CH2:10][CH2:9][NH:8][C:5](=[O:7])[CH3:6])[CH:19]=[CH:18][CH:17]=1, predict the reactants needed to synthesize it. The reactants are: C(N)(=O)C.[C:5]([NH:8][CH2:9][CH2:10][CH2:11][C@:12]([C@@H:29]1[CH2:34][CH2:33][CH2:32][N:31]([C:35]([C:37]2[CH:52]=[CH:51][C:40]([CH2:41][N:42](C)[C:43](=O)OC(C)(C)C)=[CH:39][CH:38]=2)=[O:36])[CH2:30]1)([C:14]1[CH:19]=[CH:18][CH:17]=[C:16]([Cl:20])[C:15]=1[C:21]1[CH:26]=[CH:25][CH:24]=[C:23]([CH2:27][CH3:28])[CH:22]=1)[OH:13])(=[O:7])[CH3:6].Cl.